Task: Predict the reactants needed to synthesize the given product.. Dataset: Full USPTO retrosynthesis dataset with 1.9M reactions from patents (1976-2016) (1) The reactants are: C(=O)([O-])[O-].[Cs+].[Cs+].Cl.[CH3:8][S:9]([C:12]1[CH:13]=[CH:14][C:15]([CH2:18][O:19][CH2:20][C@H:21]2[CH2:23][C@@H:22]2[CH:24]2[CH2:29][CH2:28][NH:27][CH2:26][CH2:25]2)=[N:16][CH:17]=1)(=[O:11])=[O:10].Cl[C:31]1[N:36]=[CH:35][C:34]([Cl:37])=[CH:33][N:32]=1. Given the product [Cl:37][C:34]1[CH:33]=[N:32][C:31]([N:27]2[CH2:28][CH2:29][CH:24]([C@H:22]3[CH2:23][C@@H:21]3[CH2:20][O:19][CH2:18][C:15]3[CH:14]=[CH:13][C:12]([S:9]([CH3:8])(=[O:10])=[O:11])=[CH:17][N:16]=3)[CH2:25][CH2:26]2)=[N:36][CH:35]=1, predict the reactants needed to synthesize it. (2) Given the product [F:18][C:19]1[CH:20]=[CH:21][C:22]([CH2:23][N:24]2[CH2:28][CH2:27][N:26]([C:29]3[CH:30]=[C:31]([CH:35]=[CH:36][N:37]=3)[C:32]([NH:16][CH2:15][C:12]3[C:11]([CH3:17])=[N:10][N:9]([CH3:8])[C:13]=3[CH3:14])=[O:33])[C:25]2=[O:38])=[CH:39][CH:40]=1, predict the reactants needed to synthesize it. The reactants are: O1C=C(CN)N=C1.[CH3:8][N:9]1[C:13]([CH3:14])=[C:12]([CH2:15][NH2:16])[C:11]([CH3:17])=[N:10]1.[F:18][C:19]1[CH:40]=[CH:39][C:22]([CH2:23][N:24]2[CH2:28][CH2:27][N:26]([C:29]3[CH:30]=[C:31]([CH:35]=[CH:36][N:37]=3)[C:32](O)=[O:33])[C:25]2=[O:38])=[CH:21][CH:20]=1. (3) Given the product [C:24]([C:8]1[CH:7]=[N:6][N:5]2[CH:26]=[C:2]([O:1][S:29]([C:32]([F:35])([F:34])[F:33])(=[O:30])=[O:28])[C:3]([CH3:27])=[C:4]2[C:9]=1[NH:10][C:11]1[CH:12]=[CH:13][C:14]([O:17][C:18]2[CH:23]=[CH:22][CH:21]=[CH:20][CH:19]=2)=[CH:15][CH:16]=1)#[N:25], predict the reactants needed to synthesize it. The reactants are: [OH:1][C:2]1[C:3]([CH3:27])=[C:4]2[C:9]([NH:10][C:11]3[CH:16]=[CH:15][C:14]([O:17][C:18]4[CH:23]=[CH:22][CH:21]=[CH:20][CH:19]=4)=[CH:13][CH:12]=3)=[C:8]([C:24]#[N:25])[CH:7]=[N:6][N:5]2[CH:26]=1.[O:28](S(C(F)(F)F)(=O)=O)[S:29]([C:32]([F:35])([F:34])[F:33])(=O)=[O:30]. (4) Given the product [F:20][C:21]1[CH:22]=[C:23]2[C:27](=[CH:28][CH:29]=1)[NH:26][C:25]([CH:12]([C:13]1[CH:18]=[CH:17][CH:16]=[CH:15][CH:14]=1)[C:3]1[C:4](=[O:11])[N:5]([CH3:10])[CH:6]([CH:7]([CH3:9])[CH3:8])[C:2]=1[OH:1])=[C:24]2[CH3:30], predict the reactants needed to synthesize it. The reactants are: [OH:1][C:2]1[CH:6]([CH:7]([CH3:9])[CH3:8])[N:5]([CH3:10])[C:4](=[O:11])[CH:3]=1.[CH:12](=O)[C:13]1[CH:18]=[CH:17][CH:16]=[CH:15][CH:14]=1.[F:20][C:21]1[CH:22]=[C:23]2[C:27](=[CH:28][CH:29]=1)[NH:26][CH:25]=[C:24]2[CH3:30]. (5) Given the product [F:30][C:31]1([F:35])[CH2:34][N:33]([C:2]2[C:3]([F:28])=[C:4]([N:8]3[CH:13]=[C:12]([O:14][CH3:15])[C:11](=[O:16])[C:10]([C:17]4[N:21]([C:22]5[CH:27]=[CH:26][CH:25]=[CH:24][CH:23]=5)[N:20]=[CH:19][CH:18]=4)=[N:9]3)[CH:5]=[CH:6][CH:7]=2)[CH2:32]1, predict the reactants needed to synthesize it. The reactants are: Br[C:2]1[C:3]([F:28])=[C:4]([N:8]2[CH:13]=[C:12]([O:14][CH3:15])[C:11](=[O:16])[C:10]([C:17]3[N:21]([C:22]4[CH:27]=[CH:26][CH:25]=[CH:24][CH:23]=4)[N:20]=[CH:19][CH:18]=3)=[N:9]2)[CH:5]=[CH:6][CH:7]=1.Cl.[F:30][C:31]1([F:35])[CH2:34][NH:33][CH2:32]1.CC([O-])(C)C.[Na+].CC1(C)C2C(=C(P(C3C=CC=CC=3)C3C=CC=CC=3)C=CC=2)OC2C(P(C3C=CC=CC=3)C3C=CC=CC=3)=CC=CC1=2. (6) Given the product [CH2:1]([O:3][C:4](=[O:13])[C:5]1[CH:10]=[C:9]([F:11])[CH:8]=[CH:7][C:6]=1[S:12][C:15]1[CH:20]=[CH:19][CH:18]=[CH:17][C:16]=1[N+:21]([O-:23])=[O:22])[CH3:2], predict the reactants needed to synthesize it. The reactants are: [CH2:1]([O:3][C:4](=[O:13])[C:5]1[CH:10]=[C:9]([F:11])[CH:8]=[CH:7][C:6]=1[SH:12])[CH3:2].F[C:15]1[CH:20]=[CH:19][CH:18]=[CH:17][C:16]=1[N+:21]([O-:23])=[O:22]. (7) Given the product [F:43][C:44]1[CH:45]=[C:46]([CH:47]([OH:48])[C:2]2[C:10]3[C:5](=[N:6][CH:7]=[C:8]([C:11]4[CH:12]=[C:13]([O:17][S:18]([C:21]5[CH:26]=[CH:25][C:24]([CH3:27])=[CH:23][CH:22]=5)(=[O:20])=[O:19])[CH:14]=[CH:15][CH:16]=4)[CH:9]=3)[N:4]([S:28]([C:31]3[CH:36]=[CH:35][C:34]([CH3:37])=[CH:33][CH:32]=3)(=[O:30])=[O:29])[CH:3]=2)[CH:49]=[CH:50][CH:51]=1, predict the reactants needed to synthesize it. The reactants are: I[C:2]1[C:10]2[C:5](=[N:6][CH:7]=[C:8]([C:11]3[CH:12]=[C:13]([O:17][S:18]([C:21]4[CH:26]=[CH:25][C:24]([CH3:27])=[CH:23][CH:22]=4)(=[O:20])=[O:19])[CH:14]=[CH:15][CH:16]=3)[CH:9]=2)[N:4]([S:28]([C:31]2[CH:36]=[CH:35][C:34]([CH3:37])=[CH:33][CH:32]=2)(=[O:30])=[O:29])[CH:3]=1.[Li]C(C)(C)C.[F:43][C:44]1[CH:45]=[C:46]([CH:49]=[CH:50][CH:51]=1)[CH:47]=[O:48]. (8) Given the product [Br:1][C:2]1[CH:3]=[C:4]([N:11]2[CH2:19][CH2:18][O:17][CH2:16][CH2:15]2)[C:5]([O:8][CH2:9][CH3:10])=[N:6][CH:7]=1, predict the reactants needed to synthesize it. The reactants are: [Br:1][C:2]1[CH:3]=[C:4]([NH2:11])[C:5]([O:8][CH2:9][CH3:10])=[N:6][CH:7]=1.[H-].[Na+].Br[CH2:15][CH2:16][O:17][CH2:18][CH2:19]Br. (9) Given the product [ClH:26].[NH2:12][C@H:13]1[C:19]2[CH:20]=[CH:21][CH:22]=[CH:23][C:18]=2[CH2:17][CH2:16][N:15]([CH3:24])[C:14]1=[O:25], predict the reactants needed to synthesize it. The reactants are: C(O)(=O)[C@@H](C1C=CC=CC=1)O.[NH2:12][C@H:13]1[C:19]2[CH:20]=[CH:21][CH:22]=[CH:23][C:18]=2[CH2:17][CH2:16][N:15]([CH3:24])[C:14]1=[O:25].[ClH:26]. (10) The reactants are: FC(F)(F)S(O)(=O)=O.Cl.[N+:10]([C:13]1[CH:14]=[C:15]([C:19]2[CH2:24][CH2:23][CH2:22][CH2:21][C:20]=2[CH2:25][S:26][C:27](=[NH:29])[NH2:28])[CH:16]=[CH:17][CH:18]=1)([O-:12])=[O:11].C(=O)(O)[O-].[Na+].CCOCC. Given the product [N+:10]([C:13]1[CH:14]=[C:15]([C@:19]23[CH2:24][CH2:23][CH2:22][CH2:21][C@H:20]2[CH2:25][S:26][C:27]([NH2:28])=[N:29]3)[CH:16]=[CH:17][CH:18]=1)([O-:12])=[O:11], predict the reactants needed to synthesize it.